This data is from Full USPTO retrosynthesis dataset with 1.9M reactions from patents (1976-2016). The task is: Predict the reactants needed to synthesize the given product. (1) Given the product [F:1][C:2]([F:22])([F:21])[C:3]1[CH:20]=[CH:19][CH:18]=[CH:17][C:4]=1[C:5]1[NH:12][C:10](=[O:11])[C:9]2[CH:13]=[CH:14][CH:15]=[N:16][C:8]=2[N:7]=1, predict the reactants needed to synthesize it. The reactants are: [F:1][C:2]([F:22])([F:21])[C:3]1[CH:20]=[CH:19][CH:18]=[CH:17][C:4]=1[C:5]([NH:7][C:8]1[N:16]=[CH:15][CH:14]=[CH:13][C:9]=1[C:10]([NH2:12])=[O:11])=O.[O-]CC.[K+].S([O-])(O)(=O)=O.[Na+]. (2) Given the product [F:34][C:25]1[CH:26]=[C:27]([S:30]([CH3:33])(=[O:32])=[O:31])[CH:28]=[CH:29][C:24]=1[O:23][C:22]1[N:21]=[CH:20][N:19]=[C:18]2[N:14]([CH:11]3[CH2:12][CH2:13][N:8]([C:6]([OH:7])=[O:5])[CH2:9][CH2:10]3)[N:15]=[CH:16][C:17]=12, predict the reactants needed to synthesize it. The reactants are: C([O:5][C:6]([N:8]1[CH2:13][CH2:12][CH:11]([N:14]2[C:18]3=[N:19][CH:20]=[N:21][C:22]([O:23][C:24]4[CH:29]=[CH:28][C:27]([S:30]([CH3:33])(=[O:32])=[O:31])=[CH:26][C:25]=4[F:34])=[C:17]3[CH:16]=[N:15]2)[CH2:10][CH2:9]1)=[O:7])(C)(C)C.FC(F)(F)C(O)=O.ClCCl. (3) Given the product [CH2:25]([O:27][C:28](=[O:32])[CH2:29][CH2:30][NH:31][CH2:2][C:3](=[O:4])[N:5]1[C:13]2[C:8](=[CH:9][C:10]([O:14][CH:15]3[CH2:20][CH2:19][CH:18]([C:21]([F:24])([F:23])[F:22])[CH2:17][CH2:16]3)=[CH:11][CH:12]=2)[CH2:7][CH2:6]1)[CH3:26], predict the reactants needed to synthesize it. The reactants are: Cl[CH2:2][C:3]([N:5]1[C:13]2[C:8](=[CH:9][C:10]([O:14][CH:15]3[CH2:20][CH2:19][CH:18]([C:21]([F:24])([F:23])[F:22])[CH2:17][CH2:16]3)=[CH:11][CH:12]=2)[CH2:7][CH2:6]1)=[O:4].[CH2:25]([O:27][C:28](=[O:32])[CH2:29][CH2:30][NH2:31])[CH3:26].Cl.C(=O)([O-])[O-].[K+].[K+]. (4) Given the product [C:36]([N:39]1[CH2:44][CH2:43][N:42]([CH2:45][CH:46]2[S:79][C:49]([C:51]3[NH:52][C:53]4[C:58]([CH:59]=3)=[CH:57][C:56]([O:60][CH2:61][CH2:62][CH2:63][S:64]([CH3:67])(=[O:66])=[O:65])=[CH:55][C:54]=4[N:68]([CH3:78])[S:69]([C:72]3[CH:77]=[CH:76][CH:75]=[CH:74][N:73]=3)(=[O:70])=[O:71])=[N:48][CH2:47]2)[CH2:41][CH2:40]1)(=[O:38])[CH3:37], predict the reactants needed to synthesize it. The reactants are: C1(P(=O)(C2C=CC=CC=2)C2C=CC=CC=2)C=CC=CC=1.FC(F)(F)S(OS(C(F)(F)F)(=O)=O)(=O)=O.[C:36]([N:39]1[CH2:44][CH2:43][N:42]([CH2:45][CH:46]([S:79]CC2C=CC=CC=2)[CH2:47][NH:48][C:49]([C:51]2[NH:52][C:53]3[C:58]([CH:59]=2)=[CH:57][C:56]([O:60][CH2:61][CH2:62][CH2:63][S:64]([CH3:67])(=[O:66])=[O:65])=[CH:55][C:54]=3[N:68]([CH3:78])[S:69]([C:72]2[CH:77]=[CH:76][CH:75]=[CH:74][N:73]=2)(=[O:71])=[O:70])=O)[CH2:41][CH2:40]1)(=[O:38])[CH3:37].C1(SC)C=CC=CC=1. (5) Given the product [OH:1][C:2]1[CH:3]=[C:4]2[C:8](=[CH:9][CH:10]=1)[C:7](=[CH2:22])[C:6]1([CH2:19][C:18]3[C:13](=[CH:14][CH:15]=[C:16]([OH:20])[CH:17]=3)[CH2:12]1)[CH:5]2[CH3:21], predict the reactants needed to synthesize it. The reactants are: [OH:1][C:2]1[CH:3]=[C:4]2[C:8](=[CH:9][CH:10]=1)[C:7](=O)[C:6]1([CH2:19][C:18]3[C:13](=[CH:14][CH:15]=[C:16]([OH:20])[CH:17]=3)[CH2:12]1)[CH:5]2[CH3:21].[CH2:22](OCC)C.C[Mg+].[Br-].